Dataset: Catalyst prediction with 721,799 reactions and 888 catalyst types from USPTO. Task: Predict which catalyst facilitates the given reaction. (1) Reactant: Cl.Cl.[CH3:3][NH:4][CH2:5][CH2:6][CH2:7][CH2:8][CH2:9][CH2:10][CH2:11][CH2:12][CH2:13][N:14]1[CH2:19][CH2:18][CH:17]([O:20][C:21](=[O:35])[NH:22][C:23]2[CH:28]=[CH:27][CH:26]=[CH:25][C:24]=2[C:29]2[CH:34]=[CH:33][CH:32]=[CH:31][CH:30]=2)[CH2:16][CH2:15]1.[F:36][C:37]1[CH:38]=[C:39]([CH:43]=[CH:44][C:45]=1[OH:46])[C:40]([OH:42])=O.C(N(CC)CC)C.Cl.CN(C)CCCN=C=NCC.C(=O)([O-])[O-].[K+].[K+]. Product: [NH3:4].[F:36][C:37]1[CH:38]=[C:39]([CH:43]=[CH:44][C:45]=1[OH:46])[C:40]([N:4]([CH3:3])[CH2:5][CH2:6][CH2:7][CH2:8][CH2:9][CH2:10][CH2:11][CH2:12][CH2:13][N:14]1[CH2:15][CH2:16][CH:17]([O:20][C:21](=[O:35])[NH:22][C:23]2[CH:28]=[CH:27][CH:26]=[CH:25][C:24]=2[C:29]2[CH:30]=[CH:31][CH:32]=[CH:33][CH:34]=2)[CH2:18][CH2:19]1)=[O:42]. The catalyst class is: 7. (2) Reactant: [Cl:1][C:2]1[C:7]2[CH2:8][CH:9]([C:10]([OH:12])=O)[C:6]=2[CH:5]=[CH:4][CH:3]=1.[CH2:13]([NH:20][CH2:21]/[C:22](/[CH3:25])=[CH:23]/[CH3:24])[C:14]1[CH:19]=[CH:18][CH:17]=[CH:16][CH:15]=1.C(N(CC)CC)C.[O-]P1(OP([O-])(=O)OP([O-])(=O)OP([O-])(=O)O1)=O.[Na+].[Na+].[Na+].[Na+].C(OCC)(=O)C. Product: [CH2:13]([N:20]([CH2:21]/[C:22](/[CH3:25])=[CH:23]/[CH3:24])[C:10]([CH:9]1[C:6]2[CH:5]=[CH:4][CH:3]=[C:2]([Cl:1])[C:7]=2[CH2:8]1)=[O:12])[C:14]1[CH:19]=[CH:18][CH:17]=[CH:16][CH:15]=1. The catalyst class is: 2. (3) Product: [CH:7]1([N:13]([CH:23]2[CH2:28][CH2:27][CH2:26][CH2:25][CH2:24]2)[C:14]([NH2:29])=[N:16][N:17]2[CH2:22][CH2:21][CH2:20][CH2:19][CH2:18]2)[CH2:12][CH2:11][CH2:10][CH2:9][CH2:8]1. Reactant: C(Cl)(=O)C(Cl)=O.[CH:7]1([N:13]([CH:23]2[CH2:28][CH2:27][CH2:26][CH2:25][CH2:24]2)[C:14]([NH:16][N:17]2[CH2:22][CH2:21][CH2:20][CH2:19][CH2:18]2)=O)[CH2:12][CH2:11][CH2:10][CH2:9][CH2:8]1.[NH3:29]. The catalyst class is: 385. (4) Reactant: [C:1]([C:3]1[C:4]([N:18]2[CH2:23][CH2:22][NH:21][CH2:20][CH2:19]2)=[N:5][C:6]([C:14]([F:17])([F:16])[F:15])=[C:7]([CH:13]=1)[C:8]([O:10][CH2:11][CH3:12])=[O:9])#[N:2].[Cl:24][C:25]1[CH:30]=[CH:29][C:28]([S:31]([N:34]=[C:35]=[O:36])(=[O:33])=[O:32])=[CH:27][CH:26]=1. Product: [Cl:24][C:25]1[CH:26]=[CH:27][C:28]([S:31]([NH:34][C:35]([N:21]2[CH2:22][CH2:23][N:18]([C:4]3[C:3]([C:1]#[N:2])=[CH:13][C:7]([C:8]([O:10][CH2:11][CH3:12])=[O:9])=[C:6]([C:14]([F:15])([F:17])[F:16])[N:5]=3)[CH2:19][CH2:20]2)=[O:36])(=[O:32])=[O:33])=[CH:29][CH:30]=1. The catalyst class is: 2. (5) Reactant: C(NC(C)C)(C)C.[Li][CH2:9][CH2:10][CH2:11][CH3:12].[C:13]([O:22][CH3:23])(=[O:21])[CH:14]([CH2:16][C:17]([O:19][CH3:20])=[O:18])[OH:15].C(Br)C=CC. Product: [CH3:23][O:22][C:13](=[O:21])[C@@H:14]([OH:15])[C@@H:16]([CH2:9][CH:10]=[CH:11][CH3:12])[C:17]([O:19][CH3:20])=[O:18]. The catalyst class is: 1. (6) Reactant: [CH3:1][O:2][C:3]1[C:4]([OH:20])=[C:5]([C:9]2[N:13]([C:14]3[CH:19]=[CH:18][CH:17]=[CH:16][CH:15]=3)[N:12]=[CH:11][CH:10]=2)[N:6]=[N:7][CH:8]=1.[C:21]1([S:27](Cl)(=[O:29])=[O:28])[CH:26]=[CH:25][CH:24]=[CH:23][CH:22]=1. Product: [CH3:1][O:2][C:3]1[C:4](=[O:20])[C:5]([C:9]2[N:13]([C:14]3[CH:19]=[CH:18][CH:17]=[CH:16][CH:15]=3)[N:12]=[CH:11][CH:10]=2)=[N:6][N:7]([S:27]([C:21]2[CH:26]=[CH:25][CH:24]=[CH:23][CH:22]=2)(=[O:29])=[O:28])[CH:8]=1. The catalyst class is: 300.